From a dataset of Reaction yield outcomes from USPTO patents with 853,638 reactions. Predict the reaction yield, written as a fraction of the theoretical maximum amount of product (1.0 means a 100% yield; for example, 0.34 means a 34% yield). (1) The reactants are [Cl:1][C:2]1[CH:24]=[CH:23][C:5]([C:6]([C:8]2[CH:9]=[C:10]3[C:15](=[CH:16][CH:17]=2)[N:14]([CH3:18])[C:13](=[O:19])[CH:12]=[C:11]3[C:20](Cl)=[O:21])=[O:7])=[CH:4][CH:3]=1.[NH3:25].CC(O)C.O.C(OCC)C. The catalyst is C1COCC1. The product is [Cl:1][C:2]1[CH:24]=[CH:23][C:5]([C:6]([C:8]2[CH:9]=[C:10]3[C:15](=[CH:16][CH:17]=2)[N:14]([CH3:18])[C:13](=[O:19])[CH:12]=[C:11]3[C:20]([NH2:25])=[O:21])=[O:7])=[CH:4][CH:3]=1. The yield is 0.850. (2) The reactants are [CH3:1][N:2]([CH3:40])[CH2:3][CH:4]([O:7][CH:8]([O:12][C@H:13]1[CH2:37][CH2:36][C@@:35]2([CH3:38])[C:15](=[CH:16][CH2:17][C@@H:18]3[C@@H:34]2[CH2:33][CH2:32][C@@:31]2([CH3:39])[C@H:19]3[CH2:20][CH2:21][C@@H:22]2[C@H:23]([CH3:30])[CH2:24][CH2:25][CH2:26][CH:27]([CH3:29])[CH3:28])[CH2:14]1)[CH2:9][CH2:10][CH3:11])[CH2:5][OH:6].[H-].[Na+].S(O[CH2:48][CH2:49][CH2:50][CH2:51][CH2:52][CH2:53][CH2:54][CH2:55]/[CH:56]=[CH:57]\[CH2:58]/[CH:59]=[CH:60]\[CH2:61][CH2:62][CH2:63][CH2:64][CH3:65])(=O)(=O)C. The catalyst is C1(C)C=CC=CC=1. The product is [CH3:40][N:2]([CH3:1])[CH2:3][CH:4]([O:7][CH:8]([O:12][C@H:13]1[CH2:37][CH2:36][C@@:35]2([CH3:38])[C:15](=[CH:16][CH2:17][C@@H:18]3[C@@H:34]2[CH2:33][CH2:32][C@@:31]2([CH3:39])[C@H:19]3[CH2:20][CH2:21][C@@H:22]2[C@H:23]([CH3:30])[CH2:24][CH2:25][CH2:26][CH:27]([CH3:28])[CH3:29])[CH2:14]1)[CH2:9][CH2:10][CH3:11])[CH2:5][O:6][CH2:48][CH2:49][CH2:50][CH2:51][CH2:52][CH2:53][CH2:54][CH2:55]/[CH:56]=[CH:57]\[CH2:58]/[CH:59]=[CH:60]\[CH2:61][CH2:62][CH2:63][CH2:64][CH3:65]. The yield is 0.810. (3) The reactants are Br[C:2]1[CH:3]=[CH:4][C:5]([O:13][CH3:14])=[C:6]2[C:11]=1[NH:10][C:9](=[O:12])[CH2:8][CH2:7]2.C(=O)([O-])[O-].[K+].[K+].[C:21]1(B(O)O)[CH:26]=[CH:25][CH:24]=[CH:23][CH:22]=1. The catalyst is O1CCOCC1.C1C=CC([P]([Pd]([P](C2C=CC=CC=2)(C2C=CC=CC=2)C2C=CC=CC=2)([P](C2C=CC=CC=2)(C2C=CC=CC=2)C2C=CC=CC=2)[P](C2C=CC=CC=2)(C2C=CC=CC=2)C2C=CC=CC=2)(C2C=CC=CC=2)C2C=CC=CC=2)=CC=1. The product is [CH3:14][O:13][C:5]1[CH:4]=[CH:3][C:2]([C:21]2[CH:26]=[CH:25][CH:24]=[CH:23][CH:22]=2)=[C:11]2[C:6]=1[CH2:7][CH2:8][C:9](=[O:12])[NH:10]2. The yield is 0.840. (4) The reactants are [C:1]1([NH2:8])[CH:6]=[CH:5][C:4]([NH2:7])=[CH:3][CH:2]=1.[C:9]1(=[O:15])[O:14][C:12](=[O:13])[CH:11]=[CH:10]1.[OH-].[K+:17]. The catalyst is O1CCCC1. The product is [OH2:13].[NH2:7][C:4]1[CH:5]=[CH:6][C:1]([NH:8][C:9](=[O:15])/[CH:10]=[CH:11]\[C:12]([O-:14])=[O:13])=[CH:2][CH:3]=1.[K+:17]. The yield is 0.925. (5) The reactants are [Cl:1][C:2]1[C:3](=[O:29])[N:4]([C:19]2[CH:20]=[C:21]([CH:25]=[CH:26][C:27]=2[F:28])[C:22](O)=[O:23])[C:5]([CH3:18])=[CH:6][C:7]=1[O:8][CH2:9][C:10]1[CH:15]=[CH:14][C:13]([F:16])=[CH:12][C:11]=1[F:17].C[N:31]1CCOCC1.ClC1N=C(OC)N=C(OC)N=1.[NH4+].[OH-]. The catalyst is O.O1CCCC1. The product is [Cl:1][C:2]1[C:3](=[O:29])[N:4]([C:19]2[CH:20]=[C:21]([CH:25]=[CH:26][C:27]=2[F:28])[C:22]([NH2:31])=[O:23])[C:5]([CH3:18])=[CH:6][C:7]=1[O:8][CH2:9][C:10]1[CH:15]=[CH:14][C:13]([F:16])=[CH:12][C:11]=1[F:17]. The yield is 0.780. (6) The reactants are [NH2:1][CH2:2][C:3]1[CH:4]=[C:5]([CH2:9][N:10]2[C:18]3[C:13](=[C:14]([O:20][CH3:21])[CH:15]=[CH:16][C:17]=3[F:19])[C:12]([NH:22][S:23]([C:26]3[S:27][C:28]([Cl:31])=[CH:29][CH:30]=3)(=[O:25])=[O:24])=[N:11]2)[CH:6]=[CH:7][CH:8]=1.C(N(CC)CC)C.[C:39](OC(=O)C)(=[O:41])[CH3:40]. The catalyst is C(Cl)Cl. The product is [Cl:31][C:28]1[S:27][C:26]([S:23]([NH:22][C:12]2[C:13]3[C:18](=[C:17]([F:19])[CH:16]=[CH:15][C:14]=3[O:20][CH3:21])[N:10]([CH2:9][C:5]3[CH:4]=[C:3]([CH2:2][NH:1][C:39](=[O:41])[CH3:40])[CH:8]=[CH:7][CH:6]=3)[N:11]=2)(=[O:25])=[O:24])=[CH:30][CH:29]=1. The yield is 0.340. (7) The reactants are [Cl:1][C:2]1[CH:3]=[CH:4][C:5]([CH3:11])=[C:6](B(O)O)[CH:7]=1.[Cl:12][C:13]1[CH:18]=[C:17](Cl)[N:16]=[CH:15][N:14]=1. No catalyst specified. The product is [Cl:12][C:13]1[CH:18]=[C:17]([C:6]2[CH:7]=[C:2]([Cl:1])[CH:3]=[CH:4][C:5]=2[CH3:11])[N:16]=[CH:15][N:14]=1. The yield is 0.500. (8) The reactants are [H-].[Al+3].[Li+].[H-].[H-].[H-].[C:7]([N:15]1[CH2:28][CH2:27][C:26]2[C:25]3[C:24]([C:29]4[CH:34]=[CH:33][CH:32]=[CH:31][CH:30]=4)=[CH:23][CH:22]=[CH:21][C:20]=3[NH:19][C:18]=2[CH2:17][CH2:16]1)(=O)[C:8]1[CH:13]=[CH:12][CH:11]=[CH:10][CH:9]=1. The catalyst is O1CCCC1. The product is [CH2:7]([N:15]1[CH2:28][CH2:27][C:26]2[C:25]3[C:24]([C:29]4[CH:34]=[CH:33][CH:32]=[CH:31][CH:30]=4)=[CH:23][CH:22]=[CH:21][C:20]=3[NH:19][C:18]=2[CH2:17][CH2:16]1)[C:8]1[CH:9]=[CH:10][CH:11]=[CH:12][CH:13]=1. The yield is 0.960. (9) The yield is 0.960. The catalyst is C(Cl)(Cl)Cl. The reactants are [C:1]([O:4][C:5]1[CH:36]=[CH:35][C:8]2[N:9]=[C:10]([C:12]3[CH:17]=[CH:16][C:15]([NH:18][CH2:19]/[CH:20]=[CH:21]/[Sn](CCCC)(CCCC)CCCC)=[CH:14][CH:13]=3)[S:11][C:7]=2[CH:6]=1)(=[O:3])[CH3:2].[I:37]I. The product is [C:1]([O:4][C:5]1[CH:36]=[CH:35][C:8]2[N:9]=[C:10]([C:12]3[CH:17]=[CH:16][C:15]([NH:18][CH2:19]/[CH:20]=[CH:21]/[I:37])=[CH:14][CH:13]=3)[S:11][C:7]=2[CH:6]=1)(=[O:3])[CH3:2]. (10) The reactants are [CH3:1][O:2][CH2:3][CH2:4][O:5][CH2:6][C:7]([C:10]1[CH:15]=[CH:14][C:13]([N+:16]([O-])=O)=[CH:12][CH:11]=1)([CH3:9])[CH3:8]. The catalyst is CO.[Ni]. The product is [CH3:1][O:2][CH2:3][CH2:4][O:5][CH2:6][C:7]([C:10]1[CH:15]=[CH:14][C:13]([NH2:16])=[CH:12][CH:11]=1)([CH3:9])[CH3:8]. The yield is 0.770.